Dataset: Forward reaction prediction with 1.9M reactions from USPTO patents (1976-2016). Task: Predict the product of the given reaction. (1) Given the reactants [Br:1][C:2]1[CH:3]=[C:4](/[CH:9]=[CH:10]/[CH2:11][O:12][C:13]2[CH:18]=[CH:17][C:16]([CH2:19][C@H:20]([O:26][CH2:27][CH3:28])[C:21]([O:23]CC)=[O:22])=[CH:15][CH:14]=2)[CH:5]=[C:6]([Br:8])[CH:7]=1.[OH-].[Na+], predict the reaction product. The product is: [Br:1][C:2]1[CH:3]=[C:4](/[CH:9]=[CH:10]/[CH2:11][O:12][C:13]2[CH:18]=[CH:17][C:16]([CH2:19][C@H:20]([O:26][CH2:27][CH3:28])[C:21]([OH:23])=[O:22])=[CH:15][CH:14]=2)[CH:5]=[C:6]([Br:8])[CH:7]=1. (2) Given the reactants [C:1]1([CH:7]([CH2:9][OH:10])[NH2:8])[CH:6]=[CH:5][CH:4]=[CH:3][CH:2]=1.[F:11][C:12]1[CH:13]=[C:14]([CH:26]=[CH:27][C:28]=1[F:29])[CH2:15][NH:16][C:17](=[O:25])[C:18]1[CH:23]=[CH:22][CH:21]=[N:20][C:19]=1F.CCN(C(C)C)C(C)C, predict the reaction product. The product is: [F:11][C:12]1[CH:13]=[C:14]([CH:26]=[CH:27][C:28]=1[F:29])[CH2:15][NH:16][C:17](=[O:25])[C:18]1[CH:23]=[CH:22][CH:21]=[N:20][C:19]=1[NH:8][C@H:7]([C:1]1[CH:6]=[CH:5][CH:4]=[CH:3][CH:2]=1)[CH2:9][OH:10]. (3) Given the reactants [CH3:1][C:2]1([CH3:18])[C:10]2[C:5](=[CH:6][CH:7]=[CH:8][CH:9]=2)[N:4]([CH:11]2[CH2:16][CH2:15][N:14]([CH3:17])[CH2:13][CH2:12]2)[CH2:3]1.C([O-])([O-])=O.[Ca+2].[I:24](Cl)(=O)=O.I(Cl)(=O)=O.C([N+](C)(C)C)C1C=CC=CC=1, predict the reaction product. The product is: [I:24][C:8]1[CH:9]=[C:10]2[C:5](=[CH:6][CH:7]=1)[N:4]([CH:11]1[CH2:16][CH2:15][N:14]([CH3:17])[CH2:13][CH2:12]1)[CH2:3][C:2]2([CH3:18])[CH3:1]. (4) Given the reactants [N-:1]=[N+]=[N-].[Na+].Cl[CH2:6][CH2:7][CH2:8]/[C:9](/[C:25]1O[C:27]([C:30]2[CH:35]=[CH:34][C:33]([F:36])=[CH:32][CH:31]=2)=[N:28][N:29]=1)=[CH:10]\[C:11]1[CH:16]=[CH:15][C:14]([N:17]2[CH:21]=[C:20]([CH3:22])[N:19]=[CH:18]2)=[C:13]([O:23][CH3:24])[CH:12]=1.C(OCC)(=O)C.C(=O)(O)[O-].[Na+], predict the reaction product. The product is: [F:36][C:33]1[CH:34]=[CH:35][C:30]([C:27]2[N:1]3[CH2:6][CH2:7][CH2:8]/[C:9](=[CH:10]\[C:11]4[CH:16]=[CH:15][C:14]([N:17]5[CH:21]=[C:20]([CH3:22])[N:19]=[CH:18]5)=[C:13]([O:23][CH3:24])[CH:12]=4)/[C:25]3=[N:29][N:28]=2)=[CH:31][CH:32]=1. (5) The product is: [CH2:29]([C:13]([C:9]1[CH:8]=[C:7]([O:6][CH2:5][C:4]([OH:31])=[O:3])[CH:12]=[CH:11][CH:10]=1)=[C:14]([C:22]1[CH:27]=[CH:26][C:25]([OH:28])=[CH:24][CH:23]=1)[C:15]1[CH:16]=[CH:17][C:18]([OH:21])=[CH:19][CH:20]=1)[CH3:30]. Given the reactants C([O:3][C:4](=[O:31])[CH2:5][O:6][C:7]1[CH:12]=[CH:11][CH:10]=[C:9]([C:13]([CH2:29][CH3:30])=[C:14]([C:22]2[CH:27]=[CH:26][C:25]([OH:28])=[CH:24][CH:23]=2)[C:15]2[CH:20]=[CH:19][C:18]([OH:21])=[CH:17][CH:16]=2)[CH:8]=1)C.[OH-].[Na+].Cl, predict the reaction product. (6) Given the reactants [O:1]1[CH2:4][CH2:3][CH:2]1[CH2:5][N:6]1C(=O)C2C(=CC=CC=2)C1=O.O.NN.[Br:20][C:21]1[CH:25]=[C:24]([C:26]2[O:31][C:30](=[O:32])[C:29]3[CH:33]=[C:34]([Cl:38])[CH:35]=[C:36]([CH3:37])[C:28]=3[N:27]=2)[N:23]([C:39]2[C:44]([Cl:45])=[CH:43][CH:42]=[CH:41][N:40]=2)[N:22]=1, predict the reaction product. The product is: [Br:20][C:21]1[CH:25]=[C:24]([C:26]([NH:27][C:28]2[C:29]([C:30]([NH:6][CH2:5][CH:2]3[CH2:3][CH2:4][O:1]3)=[O:32])=[CH:33][C:34]([Cl:38])=[CH:35][C:36]=2[CH3:37])=[O:31])[N:23]([C:39]2[C:44]([Cl:45])=[CH:43][CH:42]=[CH:41][N:40]=2)[N:22]=1. (7) Given the reactants [NH:1]1[C:9]2[C:4](=[CH:5][CH:6]=[CH:7][CH:8]=2)[CH:3]=[CH:2]1.[C:10]([O:14][CH3:15])(=[O:13])[CH2:11][SH:12].II.[I-].[K+], predict the reaction product. The product is: [NH:1]1[C:9]2[C:4](=[CH:5][CH:6]=[CH:7][CH:8]=2)[C:3]([S:12][CH2:11][C:10]([O:14][CH3:15])=[O:13])=[CH:2]1.